From a dataset of Reaction yield outcomes from USPTO patents with 853,638 reactions. Predict the reaction yield, written as a fraction of the theoretical maximum amount of product (1.0 means a 100% yield; for example, 0.34 means a 34% yield). (1) The reactants are [CH2:1]([O:3][C:4]1[CH:17]=[C:16]2[C:7]([C:8]([C:19]3[CH:20]=[N:21][C:22]([O:25][CH3:26])=[CH:23][CH:24]=3)=[N:9][C@H:10]3[C@@H:15]2[CH2:14][C@H:13]([OH:18])[CH2:12][CH2:11]3)=[CH:6][C:5]=1[O:27][CH3:28])[CH3:2].[C:29]([OH:36])(=[O:35])/[CH:30]=[CH:31]/[C:32]([OH:34])=[O:33]. The catalyst is CC(C)=O.C(O)(C)C. The product is [C:29]([OH:36])(=[O:35])/[CH:30]=[CH:31]/[C:32]([OH:34])=[O:33].[CH2:1]([O:3][C:4]1[CH:17]=[C:16]2[C:7]([C:8]([C:19]3[CH:20]=[N:21][C:22]([O:25][CH3:26])=[CH:23][CH:24]=3)=[N:9][C@H:10]3[C@@H:15]2[CH2:14][C@H:13]([OH:18])[CH2:12][CH2:11]3)=[CH:6][C:5]=1[O:27][CH3:28])[CH3:2]. The yield is 0.520. (2) The reactants are C(OC([N:8]([CH2:21][CH2:22][C:23]#[C:24][C:25]1[CH:30]=[C:29]([Cl:31])[CH:28]=[CH:27][C:26]=1[NH:32][CH:33]([C:40]1[CH:45]=[CH:44][CH:43]=[CH:42][CH:41]=1)[C:34]1[CH:39]=[CH:38][CH:37]=[CH:36][CH:35]=1)[S:9]([CH2:12][C:13]1[CH:18]=[CH:17][C:16]([Cl:19])=[C:15]([Cl:20])[CH:14]=1)(=[O:11])=[O:10])=O)(C)(C)C. The catalyst is [Cu]I.CN(C)C(=O)C. The product is [CH:33]([N:32]1[C:26]2[C:25](=[CH:30][C:29]([Cl:31])=[CH:28][CH:27]=2)[CH:24]=[C:23]1[CH2:22][CH2:21][NH:8][S:9]([CH2:12][C:13]1[CH:18]=[CH:17][C:16]([Cl:19])=[C:15]([Cl:20])[CH:14]=1)(=[O:11])=[O:10])([C:34]1[CH:35]=[CH:36][CH:37]=[CH:38][CH:39]=1)[C:40]1[CH:45]=[CH:44][CH:43]=[CH:42][CH:41]=1. The yield is 0.990. (3) The reactants are FC(F)(F)C(O)=O.[Cl:8][C:9]1[CH:10]=[C:11]2[C:19](=[C:20]([NH:22][C:23]([C@@H:25]3[CH2:30][O:29][C:28]([CH3:32])([CH3:31])[CH2:27][N:26]3[CH2:33][C@@H:34]([NH2:36])[CH3:35])=[O:24])[CH:21]=1)[NH:18][C:17]1[CH:16]=[N:15][CH:14]=[CH:13][C:12]2=1.[CH3:37][C:38]1[N:46]=[CH:45][CH:44]=[CH:43][C:39]=1[C:40](O)=[O:41]. No catalyst specified. The product is [Cl:8][C:9]1[CH:10]=[C:11]2[C:19](=[C:20]([NH:22][C:23]([C@@H:25]3[CH2:30][O:29][C:28]([CH3:31])([CH3:32])[CH2:27][N:26]3[CH2:33][C@@H:34]([NH:36][C:40]([C:39]3[C:38]([CH3:37])=[N:46][CH:45]=[CH:44][CH:43]=3)=[O:41])[CH3:35])=[O:24])[CH:21]=1)[NH:18][C:17]1[CH:16]=[N:15][CH:14]=[CH:13][C:12]2=1. The yield is 0.750. (4) The reactants are [CH2:1]([S:3][C:4]1[CH:12]=[CH:11][C:10]([S:13]([CH3:16])(=[O:15])=[O:14])=[CH:9][C:5]=1[C:6]([OH:8])=O)[CH3:2].[N:17]1([C:23]2[N:28]=[CH:27][C:26]([C:29]([F:32])([F:31])[F:30])=[CH:25][N:24]=2)[CH2:22][CH2:21][NH:20][CH2:19][CH2:18]1. No catalyst specified. The product is [CH2:1]([S:3][C:4]1[CH:12]=[CH:11][C:10]([S:13]([CH3:16])(=[O:15])=[O:14])=[CH:9][C:5]=1[C:6]([N:20]1[CH2:21][CH2:22][N:17]([C:23]2[N:24]=[CH:25][C:26]([C:29]([F:32])([F:30])[F:31])=[CH:27][N:28]=2)[CH2:18][CH2:19]1)=[O:8])[CH3:2]. The yield is 0.520. (5) The reactants are [NH:1]1[CH2:6][CH2:5][O:4][CH2:3][CH2:2]1.[F:7][C:8]1[CH:9]=[C:10]([N+:15]([O-:17])=[O:16])[CH:11]=[CH:12][C:13]=1F. The catalyst is C1COCC1. The product is [F:7][C:8]1[CH:9]=[C:10]([N+:15]([O-:17])=[O:16])[CH:11]=[CH:12][C:13]=1[N:1]1[CH2:6][CH2:5][O:4][CH2:3][CH2:2]1. The yield is 1.00.